From a dataset of Reaction yield outcomes from USPTO patents with 853,638 reactions. Predict the reaction yield, written as a fraction of the theoretical maximum amount of product (1.0 means a 100% yield; for example, 0.34 means a 34% yield). (1) The reactants are [NH2:1][C:2]1[CH:24]=[CH:23][C:5]([O:6][C:7]2[CH:12]=[CH:11][N:10]=[C:9]3[CH:13]=[C:14]([C:16]([N:18]4[CH2:21][CH:20]([OH:22])[CH2:19]4)=[O:17])[S:15][C:8]=23)=[C:4]([F:25])[CH:3]=1.CSC1SC2C(=NC=CC=2OC2C=CC(NC(NC(=O)CC3C=CC=CC=3)=S)=CC=2F)C=1.[CH3:58][O:59][C:60]1[CH:65]=[CH:64][CH:63]=[CH:62][C:61]=1[CH2:66][C:67]([N:69]=[C:70]=[S:71])=[O:68]. No catalyst specified. The product is [F:25][C:4]1[CH:3]=[C:2]([NH:1][C:70]([NH:69][C:67](=[O:68])[CH2:66][C:61]2[CH:62]=[CH:63][CH:64]=[CH:65][C:60]=2[O:59][CH3:58])=[S:71])[CH:24]=[CH:23][C:5]=1[O:6][C:7]1[CH:12]=[CH:11][N:10]=[C:9]2[CH:13]=[C:14]([C:16]([N:18]3[CH2:19][CH:20]([OH:22])[CH2:21]3)=[O:17])[S:15][C:8]=12. The yield is 0.390. (2) The catalyst is C(Cl)Cl. The reactants are [Br:1][C:2]1[CH:10]=[CH:9][CH:8]=[CH:7][C:3]=1[C:4]([OH:6])=O.CCN=C=NCCCN(C)C.C1C=CC2N(O)N=NC=2C=1.CN1CCOCC1.[NH2:39][CH2:40][C:41]([NH:43][C@H:44]([B:49]1[O:53][C@@H:52]2[CH2:54][C@@H:55]3[CH2:58][C@H:57]([C@:51]2([CH3:61])[O:50]1)[C:56]3([CH3:60])[CH3:59])[CH2:45][CH:46]([CH3:48])[CH3:47])=[O:42]. The yield is 0.780. The product is [Br:1][C:2]1[CH:10]=[CH:9][CH:8]=[CH:7][C:3]=1[C:4]([NH:39][CH2:40][C:41]([NH:43][C@H:44]([B:49]1[O:53][C@@H:52]2[CH2:54][C@@H:55]3[CH2:58][C@H:57]([C@:51]2([CH3:61])[O:50]1)[C:56]3([CH3:59])[CH3:60])[CH2:45][CH:46]([CH3:48])[CH3:47])=[O:42])=[O:6]. (3) The reactants are C([C:5]1[N:6]([CH2:17][C@@H:18]2[CH2:22][O:21][C:20]([CH3:24])([CH3:23])[O:19]2)[C:7]2[C:12]([CH:13]=1)=[CH:11][C:10]([N+:14]([O-])=O)=[CH:9][CH:8]=2)(C)(C)C.C([O-])=O.[NH4+]. The catalyst is C(O)C.O.[Pd]. The product is [CH3:23][C:20]1([CH3:24])[O:19][CH:18]([CH2:17][N:6]2[C:7]3[C:12](=[CH:11][C:10]([NH2:14])=[CH:9][CH:8]=3)[CH:13]=[CH:5]2)[CH2:22][O:21]1. The yield is 0.980.